The task is: Predict the product of the given reaction.. This data is from Forward reaction prediction with 1.9M reactions from USPTO patents (1976-2016). (1) The product is: [CH3:14][O:15][C:16]1[CH:21]=[CH:20][C:19]([NH:22][C:23]2[NH:1][C:2]3[CH:3]=[C:4]([C:9]([O:11][CH2:12][CH3:13])=[O:10])[N:5]=[CH:6][C:7]=3[N:8]=2)=[CH:18][CH:17]=1. Given the reactants [NH2:1][C:2]1[C:7]([NH2:8])=[CH:6][N:5]=[C:4]([C:9]([O:11][CH2:12][CH3:13])=[O:10])[CH:3]=1.[CH3:14][O:15][C:16]1[CH:21]=[CH:20][C:19]([N:22]=[C:23]=S)=[CH:18][CH:17]=1.C1CCC(N=C=NC2CCCCC2)CC1, predict the reaction product. (2) Given the reactants [CH3:1][S:2]([C:5]1[CH:10]=[CH:9][C:8]([OH:11])=[CH:7][CH:6]=1)(=[O:4])=[O:3].[OH-].[Na+].[O:14]1C=CC=[CH:16][CH:15]1OCCBr.Cl, predict the reaction product. The product is: [CH3:1][S:2]([C:5]1[CH:10]=[CH:9][C:8]([O:11][CH2:16][CH2:15][OH:14])=[CH:7][CH:6]=1)(=[O:3])=[O:4]. (3) The product is: [C:18]([OH:20])(=[O:19])[CH3:17].[C:1]([N:4]1[C:13]2[CH:12]=[CH:11][C:10]([NH2:14])=[CH:9][C:8]=2[C:7]2[N:15]([C:23]3[CH:31]=[CH:30][C:26]4[O:27][CH2:28][O:29][C:25]=4[CH:24]=3)[N:16]=[C:17]([C:18]([NH2:32])=[O:20])[C:6]=2[CH2:5]1)(=[O:3])[CH3:2]. Given the reactants [C:1]([N:4]1[C:13]2[CH:12]=[CH:11][C:10]([NH2:14])=[CH:9][C:8]=2[C:7]2[N:15]([C:23]3[CH:31]=[CH:30][C:26]4[O:27][CH2:28][O:29][C:25]=4[CH:24]=3)[N:16]=[C:17]([C:18]([O:20]CC)=[O:19])[C:6]=2[CH2:5]1)(=[O:3])[CH3:2].[NH3:32], predict the reaction product. (4) Given the reactants Cl[C:2]1[C:7]([Cl:8])=[CH:6][C:5]([C:9]([F:12])([F:11])[F:10])=[CH:4][N:3]=1.[Cl:13][C:14]1[CH:15]=[C:16]([CH:21]=[CH:22][C:23]=1[S:24](=[O:38])(=[O:37])[NH:25][CH2:26][C:27]1[CH:28]=[C:29]2[C:33](=[CH:34][CH:35]=1)[N:32]([CH3:36])[N:31]=[CH:30]2)[C:17]([O:19][CH3:20])=[O:18], predict the reaction product. The product is: [Cl:13][C:14]1[CH:15]=[C:16]([CH:21]=[CH:22][C:23]=1[S:24](=[O:37])(=[O:38])[N:25]([C:2]1[C:7]([Cl:8])=[CH:6][C:5]([C:9]([F:12])([F:11])[F:10])=[CH:4][N:3]=1)[CH2:26][C:27]1[CH:28]=[C:29]2[C:33](=[CH:34][CH:35]=1)[N:32]([CH3:36])[N:31]=[CH:30]2)[C:17]([O:19][CH3:20])=[O:18].